From a dataset of Forward reaction prediction with 1.9M reactions from USPTO patents (1976-2016). Predict the product of the given reaction. Given the reactants [CH3:1][N:2]([CH3:51])[CH2:3][C:4]([N:6]1[C:14]2[C:9](=[CH:10][C:11]([O:49][CH3:50])=[C:12]([NH:15][C:16]3[N:17]=[C:18]([NH:35][C:36]4[CH:47]=[CH:46][CH:45]=[C:44]([F:48])[C:37]=4[C:38]([NH:40][CH:41]([CH3:43])[CH3:42])=[O:39])[C:19]4[CH:24]=[CH:23][N:22](S(C5C=CC(C)=CC=5)(=O)=O)[C:20]=4[N:21]=3)[CH:13]=2)[CH2:8][CH2:7]1)=[O:5].O.[OH-].[Na+], predict the reaction product. The product is: [CH3:51][N:2]([CH3:1])[CH2:3][C:4]([N:6]1[C:14]2[C:9](=[CH:10][C:11]([O:49][CH3:50])=[C:12]([NH:15][C:16]3[NH:21][C:20]4=[N:22][CH:23]=[CH:24][C:19]4=[C:18]([NH:35][C:36]4[CH:47]=[CH:46][CH:45]=[C:44]([F:48])[C:37]=4[C:38]([NH:40][CH:41]([CH3:43])[CH3:42])=[O:39])[N:17]=3)[CH:13]=2)[CH2:8][CH2:7]1)=[O:5].